From a dataset of Catalyst prediction with 721,799 reactions and 888 catalyst types from USPTO. Predict which catalyst facilitates the given reaction. Reactant: [Br:1][CH2:2][C:3]([C:5]1[CH:6]=[CH:7][C:8]2[C:17]3[CH:16]=[C:15]4[CH2:18][CH2:19][CH2:20][C:21](=[O:22])[C:14]4=[CH:13][C:12]=3[O:11][CH2:10][C:9]=2[CH:23]=1)=[O:4].[Br-:24].[Br-].[Br-].[NH+]1C=CC=CC=1.[NH+]1C=CC=CC=1.[NH+]1C=CC=CC=1.ClCCl. Product: [Br:24][CH:20]1[CH2:19][CH2:18][C:15]2=[CH:16][C:17]3[C:8]4[CH:7]=[CH:6][C:5]([C:3](=[O:4])[CH2:2][Br:1])=[CH:23][C:9]=4[CH2:10][O:11][C:12]=3[CH:13]=[C:14]2[C:21]1=[O:22]. The catalyst class is: 5.